This data is from Reaction yield outcomes from USPTO patents with 853,638 reactions. The task is: Predict the reaction yield, written as a fraction of the theoretical maximum amount of product (1.0 means a 100% yield; for example, 0.34 means a 34% yield). (1) The reactants are [C:1]([C:3]1[CH:8]=[C:7]([F:9])[C:6]([O:10][CH3:11])=[CH:5][C:4]=1[CH2:12][C:13]([OH:15])=O)#[N:2].O=S(Cl)[Cl:18]. The catalyst is C(Cl)Cl. The product is [Cl:18][C:1]1[C:3]2[C:4](=[CH:5][C:6]([O:10][CH3:11])=[C:7]([F:9])[CH:8]=2)[CH:12]=[C:13]([OH:15])[N:2]=1. The yield is 0.500. (2) The reactants are Cl.[CH2:2]([O:9][C:10]1[CH:16]=[CH:15][C:13]([NH2:14])=[CH:12][CH:11]=1)[C:3]1[CH:8]=[CH:7][CH:6]=[CH:5][CH:4]=1.C(N(CC)CC)C.[CH2:24]1[O:26][CH2:25]1.[C:27](O)(=[O:29])[CH3:28]. No catalyst specified. The product is [CH2:2]([O:9][C:10]1[CH:11]=[CH:12][C:13]([N:14]([CH2:25][CH2:24][OH:26])[CH2:28][CH2:27][OH:29])=[CH:15][CH:16]=1)[C:3]1[CH:4]=[CH:5][CH:6]=[CH:7][CH:8]=1. The yield is 0.840. (3) The reactants are [C:1]1([CH2:7][C:8]([O:10][CH2:11][CH3:12])=[O:9])[CH:6]=[CH:5][CH:4]=[CH:3][CH:2]=1.[Al+3].[Cl-].[Cl-].[Cl-].[C:17](Cl)(=[O:19])[CH3:18].Cl. The catalyst is C(=S)=S. The product is [C:17]([C:4]1[CH:5]=[CH:6][C:1]([CH2:7][C:8]([O:10][CH2:11][CH3:12])=[O:9])=[CH:2][CH:3]=1)(=[O:19])[CH3:18]. The yield is 0.190. (4) The reactants are [Cl:1][C:2]1[CH:3]=[C:4]([C:9](=O)[CH2:10][C:11](=O)[C:12]([F:15])([F:14])[F:13])[CH:5]=[CH:6][C:7]=1[F:8].[NH2:18][C:19]1[C:23]([C:24]#[N:25])=[C:22]([CH2:26][C:27]#[N:28])[NH:21][N:20]=1. No catalyst specified. The product is [Cl:1][C:2]1[CH:3]=[C:4]([C:9]2[CH:10]=[C:11]([C:12]([F:15])([F:14])[F:13])[N:20]3[N:21]=[C:22]([CH2:26][C:27]#[N:28])[C:23]([C:24]#[N:25])=[C:19]3[N:18]=2)[CH:5]=[CH:6][C:7]=1[F:8]. The yield is 0.590. (5) The yield is 0.970. The reactants are [CH3:1][O:2][C:3](=[O:44])[C:4]1[CH:9]=[CH:8][C:7]([O:10][CH2:11][CH2:12][C:13]2[C:21]3[C:16](=[CH:17][CH:18]=[C:19]([Cl:22])[CH:20]=3)[N:15]([CH:23]([C:30]3[CH:35]=[CH:34][CH:33]=[CH:32][CH:31]=3)[C:24]3[CH:29]=[CH:28][CH:27]=[CH:26][CH:25]=3)[C:14]=2[CH:36]=[CH:37][C:38]([O:40]CC=C)=[O:39])=[CH:6][CH:5]=1.C1COCC1.N1CCOCC1. The product is [CH3:1][O:2][C:3](=[O:44])[C:4]1[CH:5]=[CH:6][C:7]([O:10][CH2:11][CH2:12][C:13]2[C:21]3[C:16](=[CH:17][CH:18]=[C:19]([Cl:22])[CH:20]=3)[N:15]([CH:23]([C:30]3[CH:31]=[CH:32][CH:33]=[CH:34][CH:35]=3)[C:24]3[CH:29]=[CH:28][CH:27]=[CH:26][CH:25]=3)[C:14]=2[CH:36]=[CH:37][C:38]([OH:40])=[O:39])=[CH:8][CH:9]=1. The catalyst is [Pd].C1(P(C2C=CC=CC=2)C2C=CC=CC=2)C=CC=CC=1.C1(P(C2C=CC=CC=2)C2C=CC=CC=2)C=CC=CC=1.C1(P(C2C=CC=CC=2)C2C=CC=CC=2)C=CC=CC=1.C1(P(C2C=CC=CC=2)C2C=CC=CC=2)C=CC=CC=1.C(OCC)(=O)C. (6) The reactants are [Li]CCCC.C(NC(C)C)(C)C.[CH3:13][C:14]1[N:22]=[CH:21][CH:20]=[CH:19][C:15]=1[C:16]([OH:18])=[O:17].Br[CH2:24][CH2:25][CH2:26][C:27]1[CH:32]=[CH:31][C:30]([F:33])=[CH:29][CH:28]=1.Cl. The catalyst is C1COCC1.O. The product is [F:33][C:30]1[CH:31]=[CH:32][C:27]([CH2:26][CH2:25][CH2:24][CH2:13][C:14]2[N:22]=[CH:21][CH:20]=[CH:19][C:15]=2[C:16]([OH:18])=[O:17])=[CH:28][CH:29]=1. The yield is 0.930.